Dataset: Forward reaction prediction with 1.9M reactions from USPTO patents (1976-2016). Task: Predict the product of the given reaction. (1) Given the reactants [OH-].[Na+].C[O:4][C:5](=[O:28])[C:6]1[CH:11]=[CH:10][C:9]([CH2:12][N:13]2[C:21](=[O:22])[C:20]3[C@@H:19]4[C:23]([CH3:25])([CH3:24])[C@@:16]([CH3:26])([CH2:17][CH2:18]4)[C:15]=3[N:14]2[CH3:27])=[CH:8][CH:7]=1, predict the reaction product. The product is: [CH3:27][N:14]1[C:15]2[C@@:16]3([CH3:26])[C:23]([CH3:24])([CH3:25])[C@H:19]([CH2:18][CH2:17]3)[C:20]=2[C:21](=[O:22])[N:13]1[CH2:12][C:9]1[CH:8]=[CH:7][C:6]([C:5]([OH:28])=[O:4])=[CH:11][CH:10]=1. (2) Given the reactants [Cl:1][C:2]1[CH:3]=[C:4]([NH:9][C:10]([C:12]2([C:19]3[CH:24]=[CH:23][C:22](I)=[CH:21][CH:20]=3)[CH2:17][CH2:16][N:15]([CH3:18])[CH2:14][CH2:13]2)=[O:11])[CH:5]=[C:6]([Cl:8])[CH:7]=1.[C:26]([C:28]1[CH:29]=[C:30](B(O)O)[CH:31]=[CH:32][CH:33]=1)#[N:27].C([O-])([O-])=O.[Na+].[Na+].CCO, predict the reaction product. The product is: [Cl:1][C:2]1[CH:3]=[C:4]([NH:9][C:10]([C:12]2([C:19]3[CH:24]=[CH:23][C:22]([C:32]4[CH:31]=[CH:30][CH:29]=[C:28]([C:26]#[N:27])[CH:33]=4)=[CH:21][CH:20]=3)[CH2:17][CH2:16][N:15]([CH3:18])[CH2:14][CH2:13]2)=[O:11])[CH:5]=[C:6]([Cl:8])[CH:7]=1. (3) Given the reactants Cl[C:2]1[C:7]([Cl:8])=[CH:6][CH:5]=[CH:4][C:3]=1[N+:9]([O-:11])=[O:10].[NH2:12][C:13]1[CH:18]=[CH:17][C:16]([CH2:19][CH2:20][OH:21])=[CH:15][CH:14]=1, predict the reaction product. The product is: [Cl:8][C:7]1[CH:6]=[CH:5][CH:4]=[C:3]([N+:9]([O-:11])=[O:10])[C:2]=1[NH:12][C:13]1[CH:18]=[CH:17][C:16]([CH2:19][CH2:20][OH:21])=[CH:15][CH:14]=1. (4) Given the reactants [H-].[H-].[H-].[H-].[Li+].[Al+3].[C:7]1([CH2:13][CH2:14][CH2:15][CH2:16][C:17](O)=[O:18])[CH:12]=[CH:11][CH:10]=[CH:9][CH:8]=1.O.[OH-].[K+], predict the reaction product. The product is: [C:7]1([CH2:13][CH2:14][CH2:15][CH2:16][CH2:17][OH:18])[CH:12]=[CH:11][CH:10]=[CH:9][CH:8]=1. (5) Given the reactants Cl.[Br:2][C:3]1[C:4]([C@@H:11]([NH2:21])[CH2:12][C:13]2[CH:18]=[C:17]([F:19])[CH:16]=[C:15]([F:20])[CH:14]=2)=[N:5][C:6]([S:9][CH3:10])=[N:7][CH:8]=1.C(N(CC)CC)C.[C:29]([O:33][C:34](O[C:34]([O:33][C:29]([CH3:32])([CH3:31])[CH3:30])=[O:35])=[O:35])([CH3:32])([CH3:31])[CH3:30], predict the reaction product. The product is: [Br:2][C:3]1[C:4]([C@@H:11]([NH:21][C:34](=[O:35])[O:33][C:29]([CH3:32])([CH3:31])[CH3:30])[CH2:12][C:13]2[CH:18]=[C:17]([F:19])[CH:16]=[C:15]([F:20])[CH:14]=2)=[N:5][C:6]([S:9][CH3:10])=[N:7][CH:8]=1. (6) Given the reactants [CH3:1][C:2]1[N:10]([CH:11]([C:13]2[CH:18]=[CH:17][CH:16]=[CH:15][CH:14]=2)[CH3:12])[C:5]2=[N:6][CH:7]=[CH:8][CH:9]=[C:4]2[C:3]=1[C:19]([O:21]C)=[O:20].[OH-].[Li+], predict the reaction product. The product is: [CH3:1][C:2]1[N:10]([CH:11]([C:13]2[CH:18]=[CH:17][CH:16]=[CH:15][CH:14]=2)[CH3:12])[C:5]2=[N:6][CH:7]=[CH:8][CH:9]=[C:4]2[C:3]=1[C:19]([OH:21])=[O:20]. (7) The product is: [Si:14]([O:21][CH2:22][C@H:23]1[CH2:34][CH2:33][C:32]2[S:31][C:30]3[N:29]=[CH:28][N:27]=[C:26]([O:11][CH:8]4[CH2:9][CH2:10][C:5]5([O:4][CH2:3][CH2:2][O:1]5)[CH2:6][CH2:7]4)[C:25]=3[C:24]1=2)([C:17]([CH3:20])([CH3:18])[CH3:19])([CH3:16])[CH3:15]. Given the reactants [O:1]1[C:5]2([CH2:10][CH2:9][CH:8]([OH:11])[CH2:7][CH2:6]2)[O:4][CH2:3][CH2:2]1.[H-].[Na+].[Si:14]([O:21][CH2:22][C@H:23]1[CH2:34][CH2:33][C:32]2[S:31][C:30]3[N:29]=[CH:28][N:27]=[C:26](Cl)[C:25]=3[C:24]1=2)([C:17]([CH3:20])([CH3:19])[CH3:18])([CH3:16])[CH3:15], predict the reaction product.